This data is from Full USPTO retrosynthesis dataset with 1.9M reactions from patents (1976-2016). The task is: Predict the reactants needed to synthesize the given product. (1) Given the product [CH3:14][C:12]1[C:11]([C:15]([F:16])([F:17])[F:18])=[CH:10][C:9]2[NH:19][C:26](=[O:43])[CH2:27][C:28]([C:30]3[CH:35]=[CH:34][N:33]=[C:32]([C:36]4[CH:41]=[CH:40][N:39]=[C:38]([CH3:42])[CH:37]=4)[CH:31]=3)=[N:7][C:8]=2[CH:13]=1, predict the reactants needed to synthesize it. The reactants are: C(OC(=O)[NH:7][C:8]1[CH:13]=[C:12]([CH3:14])[C:11]([C:15]([F:18])([F:17])[F:16])=[CH:10][C:9]=1[NH2:19])(C)(C)C.C(O[C:26](=[O:43])[CH2:27][C:28]([C:30]1[CH:35]=[CH:34][N:33]=[C:32]([C:36]2[CH:41]=[CH:40][N:39]=[C:38]([CH3:42])[CH:37]=2)[CH:31]=1)=O)(C)(C)C. (2) Given the product [CH3:21][S:20][C:17]1[CH:18]=[CH:19][C:14]([C:1]2[NH:2][C:3](=[O:11])[C:4]3[C:5]([CH:10]=2)=[CH:6][CH:7]=[CH:8][CH:9]=3)=[CH:15][CH:16]=1, predict the reactants needed to synthesize it. The reactants are: [CH3:1][NH:2][C:3](=[O:11])[C:4]1[CH:9]=[CH:8][CH:7]=[CH:6][C:5]=1[CH3:10].C([C:14]1[CH:19]=[CH:18][C:17]([S:20][CH3:21])=[CH:16][CH:15]=1)#N. (3) The reactants are: C(=O)([O-])[O-].[Cs+].[Cs+].Cl[CH2:8][O:9][CH2:10][CH2:11][Si:12]([CH3:15])([CH3:14])[CH3:13].[N:16]1[CH:21]=[CH:20][C:19]([C:22]2[C:23]([C:27]3[CH:28]=[C:29]([CH:32]=[CH:33][CH:34]=3)[C:30]#[N:31])=[N:24][NH:25][CH:26]=2)=[CH:18][CH:17]=1. Given the product [N:16]1[CH:17]=[CH:18][C:19]([C:22]2[C:23]([C:27]3[CH:28]=[C:29]([CH:32]=[CH:33][CH:34]=3)[C:30]#[N:31])=[N:24][N:25]([CH2:8][O:9][CH2:10][CH2:11][Si:12]([CH3:15])([CH3:14])[CH3:13])[CH:26]=2)=[CH:20][CH:21]=1, predict the reactants needed to synthesize it.